This data is from Forward reaction prediction with 1.9M reactions from USPTO patents (1976-2016). The task is: Predict the product of the given reaction. (1) Given the reactants [CH2:1]([O:8][N:9]1[C:18]2[C:13](=[CH:14][CH:15]=[CH:16][CH:17]=2)[C:12]([OH:19])=[C:11]([C:20]([NH:22][CH2:23][C:24]([O:26]CC)=[O:25])=[O:21])[C:10]1=[O:29])[C:2]1[CH:7]=[CH:6][CH:5]=[CH:4][CH:3]=1.[OH-].[Na+].Cl, predict the reaction product. The product is: [CH2:1]([O:8][N:9]1[C:18]2[C:13](=[CH:14][CH:15]=[CH:16][CH:17]=2)[C:12]([OH:19])=[C:11]([C:20]([NH:22][CH2:23][C:24]([OH:26])=[O:25])=[O:21])[C:10]1=[O:29])[C:2]1[CH:7]=[CH:6][CH:5]=[CH:4][CH:3]=1. (2) Given the reactants [Cl:1][S:2]([OH:5])(=O)=[O:3].C[O:7][C:8]([C:10]1[CH:19]=[CH:18][C:13]2[NH:14][C:15](=[O:17])[NH:16][C:12]=2[CH:11]=1)=[O:9].CO, predict the reaction product. The product is: [Cl:1][S:2]([C:18]1[C:13]2[NH:14][C:15](=[O:17])[NH:16][C:12]=2[CH:11]=[C:10]([C:8]([OH:9])=[O:7])[CH:19]=1)(=[O:5])=[O:3]. (3) Given the reactants [CH3:1][S:2][C:3]1[CH:11]=[CH:10][C:6]([C:7]([OH:9])=O)=[CH:5][CH:4]=1.O.ON1C2C=CC=CC=2N=N1.Cl.CN(C)CCCN=C=NCC.[NH2:35][CH2:36][CH2:37][NH:38][C:39]1[N:47]=[C:46]([Cl:48])[N:45]=[C:44]2[C:40]=1[N:41]=[CH:42][N:43]2[CH:49]1[CH2:53][CH2:52][CH2:51][CH2:50]1, predict the reaction product. The product is: [Cl:48][C:46]1[N:45]=[C:44]2[C:40]([N:41]=[CH:42][N:43]2[CH:49]2[CH2:53][CH2:52][CH2:51][CH2:50]2)=[C:39]([NH:38][CH2:37][CH2:36][NH:35][C:7](=[O:9])[C:6]2[CH:5]=[CH:4][C:3]([S:2][CH3:1])=[CH:11][CH:10]=2)[N:47]=1. (4) The product is: [C:21]([C:18]1[CH:19]=[CH:20][C:15]([C:11]2[CH:12]=[C:13]3[C:8](=[CH:9][CH:10]=2)[N:7]([C:25]2[CH:26]=[CH:27][C:28]([O:31][CH:32]([CH3:33])[CH3:34])=[CH:29][CH:30]=2)[C:6]([C:4]([OH:5])=[O:3])=[CH:14]3)=[CH:16][CH:17]=1)([CH3:22])([CH3:24])[CH3:23]. Given the reactants C([O:3][C:4]([C:6]1[N:7]([C:25]2[CH:30]=[CH:29][C:28]([O:31][CH:32]([CH3:34])[CH3:33])=[CH:27][CH:26]=2)[C:8]2[C:13]([CH:14]=1)=[CH:12][C:11]([C:15]1[CH:20]=[CH:19][C:18]([C:21]([CH3:24])([CH3:23])[CH3:22])=[CH:17][CH:16]=1)=[CH:10][CH:9]=2)=[O:5])C.[OH-].[Na+].O.Cl, predict the reaction product.